From a dataset of Full USPTO retrosynthesis dataset with 1.9M reactions from patents (1976-2016). Predict the reactants needed to synthesize the given product. (1) Given the product [NH2:1][C@H:2]([C:14]([N:16]1[CH2:24][CH2:23][CH2:22][C@H:17]1[C:18]([O:20][CH3:21])=[O:19])=[O:15])[CH2:3][CH2:4][CH2:5][NH:6][C:7]([O:9][C:10]([CH3:13])([CH3:12])[CH3:11])=[O:8], predict the reactants needed to synthesize it. The reactants are: [NH:1](C(OCC1C=CC=CC=1)=O)[C@H:2]([C:14]([N:16]1[CH2:24][CH2:23][CH2:22][C@H:17]1[C:18]([O:20][CH3:21])=[O:19])=[O:15])[CH2:3][CH2:4][CH2:5][NH:6][C:7]([O:9][C:10]([CH3:13])([CH3:12])[CH3:11])=[O:8].CC1C=CC(S(O)(=O)=O)=CC=1. (2) The reactants are: [Br:1][C:2]1[CH:3]=[C:4]([N:8]2[C:12]3[N:13]=[CH:14][NH:15][C:16](=[O:17])[C:11]=3[CH:10]=[CH:9]2)[CH:5]=[CH:6][CH:7]=1.[O:18]1[C:20]2([CH2:25][CH2:24][N:23]([C:26]([O:28][C:29]([CH3:32])([CH3:31])[CH3:30])=[O:27])[CH2:22][CH2:21]2)[CH2:19]1. Given the product [Br:1][C:2]1[CH:3]=[C:4]([N:8]2[C:12]3[N:13]=[CH:14][N:15]([CH2:19][C:20]4([OH:18])[CH2:21][CH2:22][N:23]([C:26]([O:28][C:29]([CH3:32])([CH3:31])[CH3:30])=[O:27])[CH2:24][CH2:25]4)[C:16](=[O:17])[C:11]=3[CH:10]=[CH:9]2)[CH:5]=[CH:6][CH:7]=1, predict the reactants needed to synthesize it. (3) Given the product [F:1][C:2]1[CH:3]=[CH:4][C:5]([C:8]2[O:9][C:10]3[CH:20]=[C:19]([CH2:21][C:22]([O:24][CH3:25])=[O:23])[C:18]([O:26][S:29]([C:28]([F:47])([F:46])[F:27])(=[O:31])=[O:30])=[CH:17][C:11]=3[C:12]=2[C:13](=[O:16])[NH:14][CH3:15])=[CH:6][CH:7]=1, predict the reactants needed to synthesize it. The reactants are: [F:1][C:2]1[CH:7]=[CH:6][C:5]([C:8]2[O:9][C:10]3[CH:20]=[C:19]([CH2:21][C:22]([O:24][CH3:25])=[O:23])[C:18]([OH:26])=[CH:17][C:11]=3[C:12]=2[C:13](=[O:16])[NH:14][CH3:15])=[CH:4][CH:3]=1.[F:27][C:28]([F:47])([F:46])[S:29](N(C1C=CC=CC=1)[S:29]([C:28]([F:47])([F:46])[F:27])(=[O:31])=[O:30])(=[O:31])=[O:30].O. (4) Given the product [Br:1][C:2]1[S:6][CH:5]=[C:4]([CH2:7][N:9]2[CH2:10][CH2:11][CH2:12][CH2:13][CH2:14]2)[CH:3]=1, predict the reactants needed to synthesize it. The reactants are: [Br:1][C:2]1[S:6][CH:5]=[C:4]([C:7]([N:9]2[CH2:14][CH2:13][CH2:12][CH2:11][CH2:10]2)=O)[CH:3]=1.[BH4-].C([N+](CCCC)(CCCC)CCCC)CCC. (5) Given the product [C:40]([O:42][CH2:43][CH:9]([C:3]1[CH:4]=[CH:5][C:6]([Cl:8])=[CH:7][C:2]=1[Cl:1])[S:10]([C:13]1[CH:14]=[CH:15][CH:16]=[CH:17][CH:18]=1)(=[O:12])=[O:11])(=[O:41])[CH3:39], predict the reactants needed to synthesize it. The reactants are: [Cl:1][C:2]1[CH:7]=[C:6]([Cl:8])[CH:5]=[CH:4][C:3]=1[CH2:9][S:10]([C:13]1[CH:18]=[CH:17][CH:16]=[CH:15][CH:14]=1)(=[O:12])=[O:11].C(NC(C)C)(C)C.[Li]CCCC.C=O.N1C=CC=CC=1.[CH3:39][C:40]([O:42][C:43](C)=O)=[O:41]. (6) Given the product [Cl:1][C:2]1[N:10]=[C:9]2[C:5]([N:6]=[CH:7][N:8]2[CH:13]2[CH2:18][CH2:17][N:16]([C:19]([O:21][C:22]([CH3:25])([CH3:24])[CH3:23])=[O:20])[CH2:15][CH2:14]2)=[C:4]([Cl:11])[N:3]=1, predict the reactants needed to synthesize it. The reactants are: [Cl:1][C:2]1[N:10]=[C:9]2[C:5]([NH:6][CH:7]=[N:8]2)=[C:4]([Cl:11])[N:3]=1.O[CH:13]1[CH2:18][CH2:17][N:16]([C:19]([O:21][C:22]([CH3:25])([CH3:24])[CH3:23])=[O:20])[CH2:15][CH2:14]1.C1(P(C2C=CC=CC=2)C2C=CC=CC=2)C=CC=CC=1.CC(OC(/N=N/C(OC(C)C)=O)=O)C.